From a dataset of Peptide-MHC class II binding affinity with 134,281 pairs from IEDB. Regression. Given a peptide amino acid sequence and an MHC pseudo amino acid sequence, predict their binding affinity value. This is MHC class II binding data. The peptide sequence is SIFKLTYQNKVVRVQ. The MHC is DRB1_1302 with pseudo-sequence DRB1_1302. The binding affinity (normalized) is 0.960.